From a dataset of Peptide-MHC class I binding affinity with 185,985 pairs from IEDB/IMGT. Regression. Given a peptide amino acid sequence and an MHC pseudo amino acid sequence, predict their binding affinity value. This is MHC class I binding data. (1) The peptide sequence is KEISNMLNI. The MHC is HLA-B44:03 with pseudo-sequence HLA-B44:03. The binding affinity (normalized) is 0.609. (2) The peptide sequence is IGWMTNNP. The MHC is HLA-B57:01 with pseudo-sequence HLA-B57:01. The binding affinity (normalized) is 0.0371. (3) The peptide sequence is VLLNAPSEA. The MHC is HLA-A02:01 with pseudo-sequence HLA-A02:01. The binding affinity (normalized) is 0.728. (4) The peptide sequence is MTAASYARY. The MHC is HLA-A02:01 with pseudo-sequence HLA-A02:01. The binding affinity (normalized) is 0.213. (5) The binding affinity (normalized) is 0. The MHC is HLA-A26:01 with pseudo-sequence HLA-A26:01. The peptide sequence is LERTSKASLER.